This data is from Forward reaction prediction with 1.9M reactions from USPTO patents (1976-2016). The task is: Predict the product of the given reaction. (1) Given the reactants CO.[O:3]1[C:8]2[CH:9]=[CH:10][C:11]([CH2:13][NH:14][CH:15]3[CH2:20][CH2:19][N:18]([CH2:21][CH2:22][N:23]4[C:32]5[C:27](=[CH:28][CH:29]=[C:30]([O:33][CH3:34])[CH:31]=5)[CH:26]=[C:25]([C:35]([O:37]C)=[O:36])[C:24]4=[O:39])[CH2:17][CH2:16]3)=[CH:12][C:7]=2[O:6][CH2:5][CH2:4]1.[OH-].[Na+], predict the reaction product. The product is: [O:3]1[C:8]2[CH:9]=[CH:10][C:11]([CH2:13][NH:14][CH:15]3[CH2:16][CH2:17][N:18]([CH2:21][CH2:22][N:23]4[C:32]5[C:27](=[CH:28][CH:29]=[C:30]([O:33][CH3:34])[CH:31]=5)[CH:26]=[C:25]([C:35]([OH:37])=[O:36])[C:24]4=[O:39])[CH2:19][CH2:20]3)=[CH:12][C:7]=2[O:6][CH2:5][CH2:4]1. (2) Given the reactants [Br:1][C:2]1[CH:11]=[C:10]2[C:5]([CH:6](O)[CH2:7][CH2:8][O:9]2)=[CH:4][CH:3]=1.BrC1C=C2C(C(=O)CCO2)=CC=1.[BH4-].[Na+].C1(P([N:41]=[N+:42]=[N-:43])(C2C=CC=CC=2)=O)C=CC=CC=1.C1CCN2C(=NCCC2)CC1, predict the reaction product. The product is: [N:41]([CH:6]1[C:5]2[C:10](=[CH:11][C:2]([Br:1])=[CH:3][CH:4]=2)[O:9][CH2:8][CH2:7]1)=[N+:42]=[N-:43]. (3) Given the reactants [OH:1][C@@H:2]1[CH2:7][CH2:6][CH2:5][CH2:4][C@@H:3]1[N:8]1[C:12]([C:13]2[CH:18]=[CH:17][CH:16]=[CH:15][CH:14]=2)=[C:11]([C:19](O)=[O:20])[N:10]=[CH:9]1.[CH2:22]([N:29]1[CH2:34][CH2:33][NH:32][C@H:31](/[CH:35]=[CH:36]/[C:37]2[CH:42]=[CH:41][CH:40]=[CH:39][C:38]=2[F:43])[CH2:30]1)[C:23]1[CH:28]=[CH:27][CH:26]=[CH:25][CH:24]=1.CCN=C=NCCCN(C)C.Cl.C1C=CC2N(O)N=NC=2C=1.C(N(CC)C(C)C)(C)C.C(=O)([O-])O.[Na+], predict the reaction product. The product is: [CH2:22]([N:29]1[CH2:34][CH2:33][N:32]([C:19]([C:11]2[N:10]=[CH:9][N:8]([C@H:3]3[CH2:4][CH2:5][CH2:6][CH2:7][C@H:2]3[OH:1])[C:12]=2[C:13]2[CH:18]=[CH:17][CH:16]=[CH:15][CH:14]=2)=[O:20])[C@H:31](/[CH:35]=[CH:36]/[C:37]2[CH:42]=[CH:41][CH:40]=[CH:39][C:38]=2[F:43])[CH2:30]1)[C:23]1[CH:24]=[CH:25][CH:26]=[CH:27][CH:28]=1. (4) Given the reactants [F:1][C:2]1[CH:7]=[CH:6][C:5]([C:8]2[N:17]=[C:16]([C:18](O)=[O:19])[C:15]3[C:10](=[CH:11][CH:12]=[CH:13][CH:14]=3)[N:9]=2)=[CH:4][CH:3]=1.Cl.[OH:22][C:23]1[CH:32]=[CH:31][CH:30]=[C:29]2[C:24]=1[CH2:25][CH2:26][NH:27][CH2:28]2, predict the reaction product. The product is: [F:1][C:2]1[CH:3]=[CH:4][C:5]([C:8]2[N:17]=[C:16]([C:18]([N:27]3[CH2:26][CH2:25][C:24]4[C:29](=[CH:30][CH:31]=[CH:32][C:23]=4[OH:22])[CH2:28]3)=[O:19])[C:15]3[C:10](=[CH:11][CH:12]=[CH:13][CH:14]=3)[N:9]=2)=[CH:6][CH:7]=1. (5) Given the reactants Br[CH2:2][C:3]1[CH:12]=[CH:11][C:6]([C:7]([O:9][CH3:10])=[O:8])=[CH:5][N:4]=1.[O:13]=[S:14]1(=[O:19])[CH2:18][CH2:17][CH2:16][NH:15]1, predict the reaction product. The product is: [O:13]=[S:14]1(=[O:19])[CH2:18][CH2:17][CH2:16][N:15]1[CH2:2][C:3]1[CH:12]=[CH:11][C:6]([C:7]([O:9][CH3:10])=[O:8])=[CH:5][N:4]=1. (6) Given the reactants Br[C:2]1[CH:7]=[CH:6][C:5]([CH2:8][CH3:9])=[CH:4][CH:3]=1.C([Li])(C)(C)C.CCCCC.[CH2:20]([O:27][C:28]1[N:35]=[C:34]([CH3:36])[CH:33]=[CH:32][C:29]=1[CH:30]=[O:31])[C:21]1[CH:26]=[CH:25][CH:24]=[CH:23][CH:22]=1.[Cl-].[NH4+], predict the reaction product. The product is: [CH2:20]([O:27][C:28]1[C:29]([CH:30]([C:2]2[CH:7]=[CH:6][C:5]([CH2:8][CH3:9])=[CH:4][CH:3]=2)[OH:31])=[CH:32][CH:33]=[C:34]([CH3:36])[N:35]=1)[C:21]1[CH:22]=[CH:23][CH:24]=[CH:25][CH:26]=1. (7) Given the reactants CN(C)C(=O)C.Br[C:8]1[CH:20]=[CH:19][C:11]([C:12]([O:14][C:15]([CH3:18])([CH3:17])[CH3:16])=[O:13])=[C:10]([N+:21]([O-:23])=[O:22])[CH:9]=1.[CH2:24]=[CH:25][C:26]1[CH:31]=[CH:30][CH:29]=[CH:28][CH:27]=1.C([O-])(=O)C.[Na+], predict the reaction product. The product is: [N+:21]([C:10]1[CH:9]=[C:8](/[CH:24]=[CH:25]/[C:26]2[CH:31]=[CH:30][CH:29]=[CH:28][CH:27]=2)[CH:20]=[CH:19][C:11]=1[C:12]([O:14][C:15]([CH3:18])([CH3:17])[CH3:16])=[O:13])([O-:23])=[O:22]. (8) Given the reactants Br[CH2:2][C:3]([N:5]([CH:17]1[CH2:22][CH2:21][N:20]([C:23]([O:25][CH2:26][C:27]2[CH:32]=[CH:31][CH:30]=[CH:29][CH:28]=2)=[O:24])[CH2:19][CH2:18]1)[C@H:6]1[C@H:15]([OH:16])[CH2:14][CH2:13][C:8]2([O:12][CH2:11][CH2:10][O:9]2)[CH2:7]1)=[O:4].CC([O-])(C)C.[K+], predict the reaction product. The product is: [O:4]=[C:3]1[CH2:2][O:16][C@@H:15]2[CH2:14][CH2:13][C:8]3([CH2:7][C@H:6]2[N:5]1[CH:17]1[CH2:22][CH2:21][N:20]([C:23]([O:25][CH2:26][C:27]2[CH:32]=[CH:31][CH:30]=[CH:29][CH:28]=2)=[O:24])[CH2:19][CH2:18]1)[O:12][CH2:11][CH2:10][O:9]3. (9) The product is: [Cl:33][C:30]1[CH:29]=[CH:28][C:27]([C:24]2([NH:23][C:21]3[N:20]=[C:19]([O:34][CH2:35][C:36]([F:39])([F:38])[F:37])[N:18]=[C:17]([NH:16][C:13]4[CH:14]=[CH:15][C:10]([C:9]([NH:8][C@@H:3]([CH2:2][NH:1][C:45]5[C:46](=[O:51])[C:47](=[O:48])[C:44]=5[O:43][CH3:41])[C:4]([O:6][CH3:7])=[O:5])=[O:40])=[CH:11][CH:12]=4)[N:22]=3)[CH2:25][CH2:26]2)=[CH:32][CH:31]=1. Given the reactants [NH2:1][CH2:2][C@H:3]([NH:8][C:9](=[O:40])[C:10]1[CH:15]=[CH:14][C:13]([NH:16][C:17]2[N:22]=[C:21]([NH:23][C:24]3([C:27]4[CH:32]=[CH:31][C:30]([Cl:33])=[CH:29][CH:28]=4)[CH2:26][CH2:25]3)[N:20]=[C:19]([O:34][CH2:35][C:36]([F:39])([F:38])[F:37])[N:18]=2)=[CH:12][CH:11]=1)[C:4]([O:6][CH3:7])=[O:5].[CH2:41]([O:43][C:44]1[C:45](=O)[C:46](=[O:51])[C:47]=1[O:48]CC)C, predict the reaction product. (10) Given the reactants Br[C:2]1[CH:3]=[C:4]2[O:11][CH2:10][CH:9]=[CH:8][C:5]2=[N:6][CH:7]=1.C([Li])CCC.[B:17](OC(C)C)([O:22]C(C)C)[O:18]C(C)C, predict the reaction product. The product is: [O:11]1[C:4]2[C:5](=[N:6][CH:7]=[C:2]([B:17]([OH:22])[OH:18])[CH:3]=2)[CH:8]=[CH:9][CH2:10]1.